Dataset: Peptide-MHC class II binding affinity with 134,281 pairs from IEDB. Task: Regression. Given a peptide amino acid sequence and an MHC pseudo amino acid sequence, predict their binding affinity value. This is MHC class II binding data. (1) The peptide sequence is KIPGGAMYADDTAGWDT. The MHC is DRB1_0405 with pseudo-sequence DRB1_0405. The binding affinity (normalized) is 0.255. (2) The peptide sequence is VDGNPTVDIEEAPEM. The MHC is HLA-DQA10501-DQB10402 with pseudo-sequence HLA-DQA10501-DQB10402. The binding affinity (normalized) is 0. (3) The peptide sequence is GVLQIVDKIDAAFKI. The MHC is DRB1_1501 with pseudo-sequence DRB1_1501. The binding affinity (normalized) is 0.604. (4) The peptide sequence is AAATAGTTVYGAVAA. The MHC is HLA-DQA10401-DQB10402 with pseudo-sequence HLA-DQA10401-DQB10402. The binding affinity (normalized) is 0.506.